The task is: Predict the product of the given reaction.. This data is from Forward reaction prediction with 1.9M reactions from USPTO patents (1976-2016). (1) Given the reactants [C:1]([C:5]1[CH:23]=[CH:22][C:8]([C:9]([NH:11][C:12]2[N:13]=[C:14]3[CH:19]=[CH:18][C:17](I)=[CH:16][N:15]3[CH:21]=2)=[O:10])=[CH:7][CH:6]=1)([CH3:4])([CH3:3])[CH3:2].[NH:24]1[CH:28]=[CH:27][N:26]=[CH:25]1, predict the reaction product. The product is: [C:1]([C:5]1[CH:23]=[CH:22][C:8]([C:9]([NH:11][C:12]2[N:13]=[C:14]3[CH:19]=[CH:18][C:17]([N:24]4[CH:28]=[CH:27][N:26]=[CH:25]4)=[CH:16][N:15]3[CH:21]=2)=[O:10])=[CH:7][CH:6]=1)([CH3:4])([CH3:3])[CH3:2]. (2) Given the reactants FC(F)(F)C1C=CC(C2C=CC=C(CO)C=2)=CC=1.C[O:20][C:21](=[O:51])[CH2:22][O:23][C:24]1[CH:32]=[CH:31][C:30]([S:33][CH2:34][C:35]2[CH:36]=[C:37]([C:41]3[CH:46]=[CH:45][C:44]([C:47]([F:50])([F:49])[F:48])=[CH:43][CH:42]=3)[CH:38]=[CH:39][CH:40]=2)=[C:29]2[C:25]=1[CH2:26][CH2:27][CH2:28]2, predict the reaction product. The product is: [F:50][C:47]([F:48])([F:49])[C:44]1[CH:45]=[CH:46][C:41]([C:37]2[CH:38]=[CH:39][CH:40]=[C:35]([CH2:34][S:33][C:30]3[CH:31]=[CH:32][C:24]([O:23][CH2:22][C:21]([OH:51])=[O:20])=[C:25]4[C:29]=3[CH2:28][CH2:27][CH2:26]4)[CH:36]=2)=[CH:42][CH:43]=1. (3) Given the reactants [CH2:1]([C:8]1[N:12]=[C:11]([C:13]2[CH:18]=[CH:17][C:16]([CH2:19][NH2:20])=[CH:15][CH:14]=2)[O:10][N:9]=1)[CH2:2][CH2:3][CH2:4][CH2:5][CH2:6][CH3:7].C(OC([N:28]1[CH2:33][CH2:32][C@H:31]([OH:34])[CH2:30][C@H:29]1[C:35](O)=[O:36])=O)(C)(C)C.C1(CN)C=CC=CC=1, predict the reaction product. The product is: [CH2:1]([C:8]1[N:12]=[C:11]([C:13]2[CH:14]=[CH:15][C:16]([CH2:19][NH:20][C:35]([C@@H:29]3[CH2:30][C@@H:31]([OH:34])[CH2:32][CH2:33][NH:28]3)=[O:36])=[CH:17][CH:18]=2)[O:10][N:9]=1)[CH2:2][CH2:3][CH2:4][CH2:5][CH2:6][CH3:7]. (4) Given the reactants Br[C:2]1[CH:7]=[CH:6][CH:5]=[C:4]([Br:8])[N:3]=1.C[C:10]([CH3:13])([O-])[CH3:11].[Na+].[NH2:15][C:16]1[CH:21]=[CH:20][CH:19]=[CH:18][CH:17]=1.O, predict the reaction product. The product is: [Br:8][C:4]1[N:3]=[C:2]([N:15]([C:13]2[CH:10]=[CH:11][CH:5]=[C:4]([Br:8])[N:3]=2)[C:16]2[CH:21]=[CH:20][CH:19]=[CH:18][CH:17]=2)[CH:7]=[CH:6][CH:5]=1. (5) Given the reactants [Cl:1][C:2]1[CH:11]=[CH:10][C:9]2[C:4](=[CH:5][CH:6]=[C:7]([CH2:12][N:13]([CH3:15])[CH3:14])[CH:8]=2)[C:3]=1[CH2:16][C:17]([OH:19])=O.[NH3:20], predict the reaction product. The product is: [Cl:1][C:2]1[CH:11]=[CH:10][C:9]2[C:4](=[CH:5][CH:6]=[C:7]([CH2:12][N:13]([CH3:15])[CH3:14])[CH:8]=2)[C:3]=1[CH2:16][C:17]([NH2:20])=[O:19]. (6) Given the reactants [N+:1]([C:4]1[CH:5]=[C:6]([C:11]2[O:12][C:13]3[CH:19]=[CH:18][C:17]([Br:20])=[CH:16][C:14]=3[N:15]=2)[C:7](F)=[CH:8][CH:9]=1)([O-:3])=[O:2].[CH2:21]([NH2:24])[CH2:22][CH3:23], predict the reaction product. The product is: [N+:1]([C:4]1[CH:5]=[C:6]([C:11]2[O:12][C:13]3[CH:19]=[CH:18][C:17]([Br:20])=[CH:16][C:14]=3[N:15]=2)[C:7]([NH:24][CH2:21][CH2:22][CH3:23])=[CH:8][CH:9]=1)([O-:3])=[O:2].